This data is from Catalyst prediction with 721,799 reactions and 888 catalyst types from USPTO. The task is: Predict which catalyst facilitates the given reaction. (1) Reactant: [CH3:1][C:2]1[O:6][N:5]=[C:4]([C:7]2[CH:12]=[CH:11][CH:10]=[CH:9][CH:8]=2)[C:3]=1[C:13]([OH:15])=O.[NH:16]1[CH2:26][CH2:25][CH:19]([C:20]([O:22][CH2:23][CH3:24])=[O:21])[CH2:18][CH2:17]1.F[B-](F)(F)F.N1(OC(N(C)C)=[N+](C)C)C2C=CC=CC=2N=N1.C(N(C(C)C)CC)(C)C. Product: [CH3:1][C:2]1[O:6][N:5]=[C:4]([C:7]2[CH:8]=[CH:9][CH:10]=[CH:11][CH:12]=2)[C:3]=1[C:13]([N:16]1[CH2:26][CH2:25][CH:19]([C:20]([O:22][CH2:23][CH3:24])=[O:21])[CH2:18][CH2:17]1)=[O:15]. The catalyst class is: 9. (2) Reactant: [O:1]1[C:5]2[CH:6]=[CH:7][CH:8]=[CH:9][C:4]=2[N:3]=[C:2]1[NH:10][C:11]1[CH:16]=[CH:15][C:14]([NH:17][C:18]2[C:23]([NH2:24])=[CH:22][CH:21]=[CH:20][N:19]=2)=[CH:13][CH:12]=1.C(N(CC)CC)C.Cl[C:33](Cl)([O:35]C(=O)OC(Cl)(Cl)Cl)Cl. Product: [O:1]1[C:5]2[CH:6]=[CH:7][CH:8]=[CH:9][C:4]=2[N:3]=[C:2]1[NH:10][C:11]1[CH:12]=[CH:13][C:14]([N:17]2[C:18]3=[N:19][CH:20]=[CH:21][CH:22]=[C:23]3[NH:24][C:33]2=[O:35])=[CH:15][CH:16]=1. The catalyst class is: 1. (3) Reactant: [Cl:1][C:2]1[CH:7]=[CH:6][C:5]([C:8]2[S:12][C:11]([C:13](O)=[O:14])=[N:10][C:9]=2[C:16]2[CH:21]=[CH:20][C:19]([Cl:22])=[CH:18][C:17]=2[Cl:23])=[CH:4][CH:3]=1.[NH2:24][N:25]1[CH2:31][CH2:30][CH2:29][CH2:28][CH2:27][CH2:26]1.C1C=NC2N(O)N=NC=2C=1.F[P-](F)(F)(F)(F)F.N1(O[P+](N2CCCC2)(N2CCCC2)N2CCCC2)C2N=CC=CC=2N=N1.C(N(C(C)C)CC)(C)C. Product: [Cl:1][C:2]1[CH:3]=[CH:4][C:5]([C:8]2[S:12][C:11]([C:13]([NH:24][N:25]3[CH2:31][CH2:30][CH2:29][CH2:28][CH2:27][CH2:26]3)=[O:14])=[N:10][C:9]=2[C:16]2[CH:21]=[CH:20][C:19]([Cl:22])=[CH:18][C:17]=2[Cl:23])=[CH:6][CH:7]=1. The catalyst class is: 4. (4) Reactant: [CH3:1][S:2][C:3]1[N:8]=[C:7]([C:9]2[S:13][C:12](N)=[N:11][C:10]=2[C:15]2[CH:20]=[CH:19][CH:18]=[C:17]([N+:21]([O-:23])=[O:22])[CH:16]=2)[CH:6]=[CH:5][N:4]=1.N([O-])=O.C1COCC1. Product: [CH3:1][S:2][C:3]1[N:8]=[C:7]([C:9]2[S:13][CH:12]=[N:11][C:10]=2[C:15]2[CH:20]=[CH:19][CH:18]=[C:17]([N+:21]([O-:23])=[O:22])[CH:16]=2)[CH:6]=[CH:5][N:4]=1. The catalyst class is: 25. (5) Reactant: [Cl:1][C:2]1[CH:7]=[C:6]([Cl:8])[CH:5]=[CH:4][C:3]=1[C@@:9]1([CH2:28][N:29]2[CH:33]=[CH:32][N:31]=[CH:30]2)[O:13][C@H:12]([CH2:14][O:15][C:16]2[CH:21]=[CH:20][C:19]([N:22]3[CH2:27][CH2:26][NH:25][CH2:24][CH2:23]3)=[CH:18][CH:17]=2)[CH2:11][O:10]1.C(N(CC)CC)C.Cl.[N:42]1([C:47](=N)[NH2:48])C=CC=N1. Product: [Cl:1][C:2]1[CH:7]=[C:6]([Cl:8])[CH:5]=[CH:4][C:3]=1[C@@:9]1([CH2:28][N:29]2[CH:33]=[CH:32][N:31]=[CH:30]2)[O:13][C@H:12]([CH2:14][O:15][C:16]2[CH:17]=[CH:18][C:19]([N:22]3[CH2:23][CH2:24][N:25]([C:47](=[NH:42])[NH2:48])[CH2:26][CH2:27]3)=[CH:20][CH:21]=2)[CH2:11][O:10]1. The catalyst class is: 9. (6) Reactant: [C:1]1([CH3:15])[CH:6]=[CH:5][CH:4]=[CH:3][C:2]=1[C:7]1[CH:14]=[CH:13][C:10]([CH:11]=[O:12])=[CH:9][N:8]=1.[BH4-].[Na+]. Product: [C:1]1([CH3:15])[CH:6]=[CH:5][CH:4]=[CH:3][C:2]=1[C:7]1[N:8]=[CH:9][C:10]([CH2:11][OH:12])=[CH:13][CH:14]=1. The catalyst class is: 8.